This data is from Full USPTO retrosynthesis dataset with 1.9M reactions from patents (1976-2016). The task is: Predict the reactants needed to synthesize the given product. (1) Given the product [CH3:23][O:24][CH2:25][CH2:26][N:27]1[C:31]([CH:32]=[O:33])=[N:30][C:29]([C:34]2[CH:39]=[CH:38][CH:37]=[CH:36][CH:35]=2)=[N:28]1, predict the reactants needed to synthesize it. The reactants are: CC(OI1(OC(C)=O)(OC(C)=O)OC(=O)C2C=CC=CC1=2)=O.[CH3:23][O:24][CH2:25][CH2:26][N:27]1[C:31]([CH2:32][OH:33])=[N:30][C:29]([C:34]2[CH:39]=[CH:38][CH:37]=[CH:36][CH:35]=2)=[N:28]1. (2) Given the product [Cl:11][C:6]1[C:7]([N+:8]([O-:10])=[O:9])=[C:2]([Cl:1])[N:3]=[C:4]([C:12]([O:26][CH3:30])=[O:25])[CH:5]=1, predict the reactants needed to synthesize it. The reactants are: [Cl:1][C:2]1[C:7]([N+:8]([O-:10])=[O:9])=[C:6]([Cl:11])[CH:5]=[C:4]([CH3:12])[N:3]=1.[Cr](O)(O)(=O)=O.C(N(CC)CC)C.[OH2:25].[O:26]1[CH2:30]CCC1. (3) Given the product [CH:2]1([CH2:5][CH:6]2[C:15]3[C:10](=[CH:11][C:12]([F:16])=[CH:13][CH:14]=3)[CH2:9][CH2:8][CH:7]2[NH:17][C:25]([NH:26][C:27]2[CH:36]=[CH:35][CH:34]=[C:33]3[C:28]=2[CH:29]=[CH:30][N:31]=[CH:32]3)=[O:24])[CH2:3][CH2:4]1, predict the reactants needed to synthesize it. The reactants are: Cl.[CH:2]1([CH2:5][CH:6]2[C:15]3[C:10](=[CH:11][C:12]([F:16])=[CH:13][CH:14]=3)[CH2:9][CH2:8][CH:7]2[NH2:17])[CH2:4][CH2:3]1.C1([O:24][C:25](=O)[NH:26][C:27]2[CH:36]=[CH:35][CH:34]=[C:33]3[C:28]=2[CH:29]=[CH:30][N:31]=[CH:32]3)C=CC=CC=1.C(N(C(C)C)CC)(C)C. (4) Given the product [CH3:1][C@@:2]1([C:22]([NH2:24])=[O:23])[C@@H:4]([C:5]2[CH:6]=[CH:7][CH:8]=[CH:9][CH:10]=2)[C@@H:3]1[C:11]1[CH:16]=[CH:15][C:14]([C:17]2[N:46]([CH3:45])[CH:19]=[CH:20][N:21]=2)=[CH:13][CH:12]=1, predict the reactants needed to synthesize it. The reactants are: [CH3:1][C@@:2]1([C:22]([NH2:24])=[O:23])[C@@H:4]([C:5]2[CH:10]=[CH:9][CH:8]=[CH:7][CH:6]=2)[C@@H:3]1[C:11]1[CH:16]=[CH:15][C:14]([C:17]2O[CH:19]=[CH:20][N:21]=2)=[CH:13][CH:12]=1.BrC1C=CC([C@@H]2[C@@H](C3C=CC=CC=3)[C@H]2C(OC)=O)=CC=1.[CH3:45][N:46]1C=CN=C1[Sn](CCCC)(CCCC)CCCC. (5) Given the product [C:1]([O:5][C:6](=[O:18])[NH:7][C:8]1[CH:13]=[CH:12][C:11]([C:19]2[CH:24]=[CH:23][CH:22]=[CH:21][CH:20]=2)=[CH:10][C:9]=1[N+:15]([O-:17])=[O:16])([CH3:4])([CH3:3])[CH3:2], predict the reactants needed to synthesize it. The reactants are: [C:1]([O:5][C:6](=[O:18])[NH:7][C:8]1[CH:13]=[CH:12][C:11](I)=[CH:10][C:9]=1[N+:15]([O-:17])=[O:16])([CH3:4])([CH3:3])[CH3:2].[C:19]1(B(O)O)[CH:24]=[CH:23][CH:22]=[CH:21][CH:20]=1.